Task: Regression. Given two drug SMILES strings and cell line genomic features, predict the synergy score measuring deviation from expected non-interaction effect.. Dataset: NCI-60 drug combinations with 297,098 pairs across 59 cell lines (1) Drug 1: CC1=C2C(C(=O)C3(C(CC4C(C3C(C(C2(C)C)(CC1OC(=O)C(C(C5=CC=CC=C5)NC(=O)OC(C)(C)C)O)O)OC(=O)C6=CC=CC=C6)(CO4)OC(=O)C)OC)C)OC. Drug 2: CC12CCC(CC1=CCC3C2CCC4(C3CC=C4C5=CN=CC=C5)C)O. Cell line: UACC-257. Synergy scores: CSS=32.8, Synergy_ZIP=4.06, Synergy_Bliss=4.87, Synergy_Loewe=-1.34, Synergy_HSA=5.97. (2) Drug 1: COCCOC1=C(C=C2C(=C1)C(=NC=N2)NC3=CC=CC(=C3)C#C)OCCOC.Cl. Drug 2: B(C(CC(C)C)NC(=O)C(CC1=CC=CC=C1)NC(=O)C2=NC=CN=C2)(O)O. Cell line: IGROV1. Synergy scores: CSS=61.8, Synergy_ZIP=-1.93, Synergy_Bliss=2.49, Synergy_Loewe=0.637, Synergy_HSA=1.17. (3) Drug 1: CS(=O)(=O)C1=CC(=C(C=C1)C(=O)NC2=CC(=C(C=C2)Cl)C3=CC=CC=N3)Cl. Drug 2: COC1=C2C(=CC3=C1OC=C3)C=CC(=O)O2. Cell line: T-47D. Synergy scores: CSS=5.70, Synergy_ZIP=-2.45, Synergy_Bliss=-0.327, Synergy_Loewe=-0.475, Synergy_HSA=-0.805. (4) Drug 1: CC1=C(C=C(C=C1)NC(=O)C2=CC=C(C=C2)CN3CCN(CC3)C)NC4=NC=CC(=N4)C5=CN=CC=C5. Drug 2: CCCCC(=O)OCC(=O)C1(CC(C2=C(C1)C(=C3C(=C2O)C(=O)C4=C(C3=O)C=CC=C4OC)O)OC5CC(C(C(O5)C)O)NC(=O)C(F)(F)F)O. Cell line: IGROV1. Synergy scores: CSS=18.5, Synergy_ZIP=-2.98, Synergy_Bliss=-2.10, Synergy_Loewe=-2.30, Synergy_HSA=-0.636. (5) Drug 1: CC(C1=C(C=CC(=C1Cl)F)Cl)OC2=C(N=CC(=C2)C3=CN(N=C3)C4CCNCC4)N. Drug 2: CC1C(C(CC(O1)OC2CC(OC(C2O)C)OC3=CC4=CC5=C(C(=O)C(C(C5)C(C(=O)C(C(C)O)O)OC)OC6CC(C(C(O6)C)O)OC7CC(C(C(O7)C)O)OC8CC(C(C(O8)C)O)(C)O)C(=C4C(=C3C)O)O)O)O. Cell line: NCI-H322M. Synergy scores: CSS=5.76, Synergy_ZIP=8.25, Synergy_Bliss=16.5, Synergy_Loewe=14.9, Synergy_HSA=14.3. (6) Drug 1: CC12CCC(CC1=CCC3C2CCC4(C3CC=C4C5=CN=CC=C5)C)O. Drug 2: CC1C(C(=O)NC(C(=O)N2CCCC2C(=O)N(CC(=O)N(C(C(=O)O1)C(C)C)C)C)C(C)C)NC(=O)C3=C4C(=C(C=C3)C)OC5=C(C(=O)C(=C(C5=N4)C(=O)NC6C(OC(=O)C(N(C(=O)CN(C(=O)C7CCCN7C(=O)C(NC6=O)C(C)C)C)C)C(C)C)C)N)C. Cell line: LOX IMVI. Synergy scores: CSS=12.8, Synergy_ZIP=7.01, Synergy_Bliss=6.54, Synergy_Loewe=7.94, Synergy_HSA=7.37. (7) Drug 1: CC1=C(C(CCC1)(C)C)C=CC(=CC=CC(=CC(=O)O)C)C. Cell line: MALME-3M. Synergy scores: CSS=17.2, Synergy_ZIP=0.706, Synergy_Bliss=-4.08, Synergy_Loewe=-13.5, Synergy_HSA=-3.57. Drug 2: C1=CC=C(C(=C1)C(C2=CC=C(C=C2)Cl)C(Cl)Cl)Cl. (8) Drug 1: CN(C)C1=NC(=NC(=N1)N(C)C)N(C)C. Drug 2: CCN(CC)CCNC(=O)C1=C(NC(=C1C)C=C2C3=C(C=CC(=C3)F)NC2=O)C. Cell line: A549. Synergy scores: CSS=1.99, Synergy_ZIP=2.87, Synergy_Bliss=6.06, Synergy_Loewe=0.785, Synergy_HSA=1.84. (9) Drug 1: CC1=C2C(C(=O)C3(C(CC4C(C3C(C(C2(C)C)(CC1OC(=O)C(C(C5=CC=CC=C5)NC(=O)OC(C)(C)C)O)O)OC(=O)C6=CC=CC=C6)(CO4)OC(=O)C)OC)C)OC. Cell line: CAKI-1. Synergy scores: CSS=46.7, Synergy_ZIP=6.55, Synergy_Bliss=6.63, Synergy_Loewe=-20.0, Synergy_HSA=6.87. Drug 2: C(CCl)NC(=O)N(CCCl)N=O. (10) Drug 1: C1CN1P(=S)(N2CC2)N3CC3. Drug 2: CCC1=C2CN3C(=CC4=C(C3=O)COC(=O)C4(CC)O)C2=NC5=C1C=C(C=C5)O. Cell line: NCI/ADR-RES. Synergy scores: CSS=32.1, Synergy_ZIP=-7.18, Synergy_Bliss=0.460, Synergy_Loewe=1.97, Synergy_HSA=3.46.